Dataset: Forward reaction prediction with 1.9M reactions from USPTO patents (1976-2016). Task: Predict the product of the given reaction. (1) Given the reactants [CH3:1][C:2]1[CH:7]=[CH:6][C:5]([NH2:8])=[CH:4][C:3]=1[NH:9][C:10]1[N:15]=[C:14]([C:16]2[S:17][CH:18]=[CH:19][N:20]=2)[CH:13]=[CH:12][N:11]=1.[F:21][C:22]([F:33])([F:32])[C:23]1[CH:24]=[C:25]([CH:29]=[CH:30][CH:31]=1)[C:26](O)=[O:27].F[P-](F)(F)(F)(F)F.N1(O[P+](N(C)C)(N(C)C)N(C)C)C2C=CC=CC=2N=N1.CCN(C(C)C)C(C)C, predict the reaction product. The product is: [CH3:1][C:2]1[CH:7]=[CH:6][C:5]([NH:8][C:26](=[O:27])[C:25]2[CH:29]=[CH:30][CH:31]=[C:23]([C:22]([F:21])([F:32])[F:33])[CH:24]=2)=[CH:4][C:3]=1[NH:9][C:10]1[N:15]=[C:14]([C:16]2[S:17][CH:18]=[CH:19][N:20]=2)[CH:13]=[CH:12][N:11]=1. (2) Given the reactants [C:1]12([CH:11]([NH:16][C:17]3[C:22]([F:23])=[CH:21][N:20]=[C:19]([C:24]4[C:32]5[C:27](=[N:28][CH:29]=[C:30](F)[CH:31]=5)[NH:26][CH:25]=4)[N:18]=3)[CH2:12][C:13]([OH:15])=[O:14])[CH2:10][CH:5]3[CH2:6][CH:7]([CH2:9][CH:3]([CH2:4]3)[CH2:2]1)[CH2:8]2.[Cl:34]C1C=C2C(B3OC(C)(C)C(C)(C)O3)=CN(S(C3C=CC(C)=CC=3)(=O)=O)C2=NC=1.FC1C=C2C(B3OC(C)(C)C(C)(C)O3)=CN(S(C3C=CC(C)=CC=3)(=O)=O)C2=NC=1.C(O)=O, predict the reaction product. The product is: [C:1]12([CH:11]([NH:16][C:17]3[C:22]([F:23])=[CH:21][N:20]=[C:19]([C:24]4[C:32]5[C:27](=[N:28][CH:29]=[C:30]([Cl:34])[CH:31]=5)[NH:26][CH:25]=4)[N:18]=3)[CH2:12][C:13]([OH:15])=[O:14])[CH2:10][CH:5]3[CH2:6][CH:7]([CH2:9][CH:3]([CH2:4]3)[CH2:2]1)[CH2:8]2. (3) Given the reactants [NH2:1][C:2]1[CH:7]=[CH:6][CH:5]=[CH:4][CH:3]=1.[F:8][C:9]1[CH:14]=[C:13](I)[CH:12]=[C:11]([F:16])[CH:10]=1.[OH-].[K+], predict the reaction product. The product is: [F:8][C:9]1[CH:14]=[C:13]([CH:12]=[C:11]([F:16])[CH:10]=1)[NH:1][C:2]1[CH:7]=[CH:6][CH:5]=[CH:4][CH:3]=1. (4) Given the reactants [C:1]1(=[O:11])[NH:5][C:4](=[O:6])[C:3]2=[CH:7][CH:8]=[CH:9][CH:10]=[C:2]12.[H-].[Na+].F[C:15]1[CH:20]=[CH:19][C:18]([N+:21]([O-:23])=[O:22])=[C:17]([CH2:24][C:25]([O:29][CH3:30])([O:27][CH3:28])[CH3:26])[C:16]=1[F:31], predict the reaction product. The product is: [CH3:30][O:29][C:25]([O:27][CH3:28])([CH3:26])[CH2:24][C:17]1[C:16]([F:31])=[C:15]([N:5]2[C:1](=[O:11])[C:2]3=[CH:10][CH:9]=[CH:8][CH:7]=[C:3]3[C:4]2=[O:6])[CH:20]=[CH:19][C:18]=1[N+:21]([O-:23])=[O:22]. (5) Given the reactants [Br:1][C:2]1[CH:3]=[CH:4][C:5]([Cl:16])=[C:6]([CH:15]=1)[CH2:7][C:8]1[CH:13]=[CH:12][C:11]([OH:14])=[CH:10][CH:9]=1.C(=O)([O-])[O-].[Cs+].[Cs+].I[CH:24]1[CH2:28][CH2:27][CH2:26][CH2:25]1, predict the reaction product. The product is: [Br:1][C:2]1[CH:3]=[CH:4][C:5]([Cl:16])=[C:6]([CH2:7][C:8]2[CH:13]=[CH:12][C:11]([O:14][CH:24]3[CH2:28][CH2:27][CH2:26][CH2:25]3)=[CH:10][CH:9]=2)[CH:15]=1. (6) Given the reactants [C:1]([CH2:6][C:7]([O:9][CH2:10][CH3:11])=[O:8])(=[O:5])[CH:2]([CH3:4])[CH3:3].S(Cl)([Cl:15])(=O)=O, predict the reaction product. The product is: [Cl:15][CH:6]([C:1](=[O:5])[CH:2]([CH3:4])[CH3:3])[C:7]([O:9][CH2:10][CH3:11])=[O:8].